Dataset: Full USPTO retrosynthesis dataset with 1.9M reactions from patents (1976-2016). Task: Predict the reactants needed to synthesize the given product. Given the product [OH:2][C@@H:3]([C@H:5]1[C:25](=[O:26])[N:7]2[C:8]([C:22]([OH:24])=[O:23])=[C:9]([S:12]/[CH:13]=[CH:14]\[C:15]3[S:19][CH:18]=[N:17][C:16]=3[CH2:20][OH:21])[C@H:10]([CH3:11])[C@H:6]12)[CH3:4], predict the reactants needed to synthesize it. The reactants are: Cl.[OH:2][C@@H:3]([C@H:5]1[C:25](=[O:26])[N:7]2[C:8]([C:22]([O-:24])=[O:23])=[C:9]([S:12]/[CH:13]=[CH:14]\[C:15]3[S:19][CH:18]=[N:17][C:16]=3[CH2:20][OH:21])[C@H:10]([CH3:11])[C@H:6]12)[CH3:4].[Na+].